From a dataset of Catalyst prediction with 721,799 reactions and 888 catalyst types from USPTO. Predict which catalyst facilitates the given reaction. (1) Reactant: [CH3:1][O:2][C:3]1[CH:8]=[CH:7][C:6]([C@@H:9]2[CH2:13][N:12]([S:14]([C:17]3[N:18]=[CH:19][N:20]([CH3:22])[CH:21]=3)(=[O:16])=[O:15])[CH2:11][C@H:10]2[NH:23]C(=O)OC(C)(C)C)=[CH:5][CH:4]=1.Cl. Product: [CH3:1][O:2][C:3]1[CH:8]=[CH:7][C:6]([C@@H:9]2[CH2:13][N:12]([S:14]([C:17]3[N:18]=[CH:19][N:20]([CH3:22])[CH:21]=3)(=[O:16])=[O:15])[CH2:11][C@H:10]2[NH2:23])=[CH:5][CH:4]=1. The catalyst class is: 12. (2) Reactant: Br[C:2]1[N:7]=[C:6]2[N:8]([CH:12]([CH2:15][CH3:16])[CH2:13][CH3:14])[C:9]([OH:11])=[N:10][C:5]2=[N:4][CH:3]=1.[CH3:17][Si:18]([C:21]#[CH:22])([CH3:20])[CH3:19].C(N(CC)CC)C. Product: [CH3:14][CH2:13][CH:12]([N:8]1[C:6]2=[N:7][C:2]([C:22]#[C:21][Si:18]([CH3:20])([CH3:19])[CH3:17])=[CH:3][N:4]=[C:5]2[N:10]=[C:9]1[OH:11])[CH2:15][CH3:16]. The catalyst class is: 122. (3) Reactant: C1(C2[C@H]3CC[C@@H](C=2)C(C2C=CC=CC=2)=C3)C=CC=CC=1.[CH3:21][O:22][C:23]1[CH:24]=[C:25](B(O)O)[CH:26]=[CH:27][CH:28]=1.[CH3:32][CH2:33]/[CH:34]=[C:35](/[CH:37]=[O:38])\[CH3:36]. Product: [CH3:21][O:22][C:23]1[CH:24]=[C:25]([C@H:34]([CH2:33][CH3:32])[C@@H:35]([CH3:36])[CH:37]=[O:38])[CH:26]=[CH:27][CH:28]=1. The catalyst class is: 111. (4) Reactant: [Br:1][C:2]1[CH:3]=[C:4]([OH:11])[CH:5]=[C:6]([N+:8]([O-:10])=[O:9])[CH:7]=1.C([O-])([O-])=O.[K+].[K+].[CH2:18](Br)[C:19]1[CH:24]=[CH:23][CH:22]=[CH:21][CH:20]=1. Product: [CH2:18]([O:11][C:4]1[CH:5]=[C:6]([N+:8]([O-:10])=[O:9])[CH:7]=[C:2]([Br:1])[CH:3]=1)[C:19]1[CH:24]=[CH:23][CH:22]=[CH:21][CH:20]=1. The catalyst class is: 21. (5) Reactant: [CH3:1][C:2]1[CH:7]=[C:6]([CH:8]2[CH2:10][O:9]2)[N:5]=[CH:4][C:3]=1[C:11]#[N:12].[OH:13][C@H:14]([C:22]1[CH:31]=[CH:30][C:25]2[C:26](=[O:29])[O:27][CH2:28][C:24]=2[C:23]=1[CH3:32])[CH2:15][N:16]1[CH2:21][CH2:20][NH:19][CH2:18][CH2:17]1. Product: [OH:9][CH:8]([C:6]1[N:5]=[CH:4][C:3]([C:11]#[N:12])=[C:2]([CH3:1])[CH:7]=1)[CH2:10][N:19]1[CH2:20][CH2:21][N:16]([CH2:15][C@H:14]([OH:13])[C:22]2[CH:31]=[CH:30][C:25]3[C:26](=[O:29])[O:27][CH2:28][C:24]=3[C:23]=2[CH3:32])[CH2:17][CH2:18]1. The catalyst class is: 14. (6) Reactant: P(Cl)(Cl)([Cl:3])=O.[F:6][C:7]1[CH:12]=[C:11]([F:13])[CH:10]=[CH:9][C:8]=1[C:14]1[NH:19][C:18](=O)[N:17]2[N:21]=[C:22]([CH:24]3[CH2:29][CH2:28][N:27]([CH:30]([CH3:32])[CH3:31])[CH2:26][CH2:25]3)[N:23]=[C:16]2[CH:15]=1. Product: [ClH:3].[Cl:3][C:18]1[N:17]2[N:21]=[C:22]([CH:24]3[CH2:29][CH2:28][N:27]([CH:30]([CH3:32])[CH3:31])[CH2:26][CH2:25]3)[N:23]=[C:16]2[CH:15]=[C:14]([C:8]2[CH:9]=[CH:10][C:11]([F:13])=[CH:12][C:7]=2[F:6])[N:19]=1. The catalyst class is: 572. (7) Reactant: [CH:1]12[CH2:29][CH:4]([CH:5]([CH2:7][NH:8][C:9]([C:11]3[C:12]([S:17][CH2:18][CH2:19][C:20]([C:22]4[CH:27]=[CH:26][C:25]([F:28])=[CH:24][CH:23]=4)=[O:21])=[N:13][CH:14]=[CH:15][CH:16]=3)=[O:10])[CH2:6]1)[CH2:3][CH2:2]2.[BH4-].[Na+].C(Cl)Cl.CCCCCC.CC(=O)OCC. Product: [CH:1]12[CH2:29][CH:4]([CH:5]([CH2:7][NH:8][C:9]([C:11]3[C:12]([S:17][CH2:18][CH2:19][CH:20]([C:22]4[CH:23]=[CH:24][C:25]([F:28])=[CH:26][CH:27]=4)[OH:21])=[N:13][CH:14]=[CH:15][CH:16]=3)=[O:10])[CH2:6]1)[CH2:3][CH2:2]2. The catalyst class is: 5.